Predict the reactants needed to synthesize the given product. From a dataset of Full USPTO retrosynthesis dataset with 1.9M reactions from patents (1976-2016). (1) Given the product [Br:1][C:2]1[C:3]([CH3:32])=[C:4]([C:22]2[CH:27]=[CH:26][CH:25]=[C:24]([C:28]([F:31])([F:30])[F:29])[CH:23]=2)[C:5]([NH:8][C:9](=[S:42])[CH2:10][C:11]2[CH:16]=[CH:15][C:14]([S:17]([CH3:20])(=[O:19])=[O:18])=[CH:13][CH:12]=2)=[N:6][CH:7]=1, predict the reactants needed to synthesize it. The reactants are: [Br:1][C:2]1[C:3]([CH3:32])=[C:4]([C:22]2[CH:27]=[CH:26][CH:25]=[C:24]([C:28]([F:31])([F:30])[F:29])[CH:23]=2)[C:5]([NH:8][C:9](=O)[CH2:10][C:11]2[CH:16]=[CH:15][C:14]([S:17]([CH3:20])(=[O:19])=[O:18])=[CH:13][CH:12]=2)=[N:6][CH:7]=1.COC1C=CC(P2(SP(C3C=CC(OC)=CC=3)(=S)S2)=[S:42])=CC=1. (2) Given the product [N:26]1[CH:31]=[CH:30][C:29]([CH2:32][NH:33][S:34]([C:37]2[S:38][C:39]([C:2]#[C:1][C:3]3[CH:4]=[N:5][N:6]4[C:11]([C:12]([F:14])([F:13])[F:15])=[CH:10][C:9]([C:16]5[CH:21]=[CH:20][C:19]([C:22]([F:25])([F:24])[F:23])=[CH:18][CH:17]=5)=[N:8][C:7]=34)=[CH:40][CH:41]=2)(=[O:36])=[O:35])=[CH:28][CH:27]=1, predict the reactants needed to synthesize it. The reactants are: [C:1]([C:3]1[CH:4]=[N:5][N:6]2[C:11]([C:12]([F:15])([F:14])[F:13])=[CH:10][C:9]([C:16]3[CH:21]=[CH:20][C:19]([C:22]([F:25])([F:24])[F:23])=[CH:18][CH:17]=3)=[N:8][C:7]=12)#[CH:2].[N:26]1[CH:31]=[CH:30][C:29]([CH2:32][NH:33][S:34]([C:37]2[S:38][C:39](Br)=[CH:40][CH:41]=2)(=[O:36])=[O:35])=[CH:28][CH:27]=1. (3) The reactants are: [O:1]1[CH2:6][CH2:5][CH:4]([NH2:7])[CH2:3][CH2:2]1.C(N(C(C)C)CC)(C)C.[Cl:17][C:18]1[N:23]=[C:22]([N:24]([C:40]([O:42][C:43]([CH3:46])([CH3:45])[CH3:44])=[O:41])[N:25]([C:33]([O:35][C:36]([CH3:39])([CH3:38])[CH3:37])=[O:34])[C:26]([O:28][C:29]([CH3:32])([CH3:31])[CH3:30])=[O:27])[C:21]([F:47])=[C:20](Cl)[N:19]=1. Given the product [Cl:17][C:18]1[N:23]=[C:22]([N:24]([C:40]([O:42][C:43]([CH3:46])([CH3:45])[CH3:44])=[O:41])[N:25]([C:26]([O:28][C:29]([CH3:30])([CH3:31])[CH3:32])=[O:27])[C:33]([O:35][C:36]([CH3:37])([CH3:38])[CH3:39])=[O:34])[C:21]([F:47])=[C:20]([NH:7][CH:4]2[CH2:5][CH2:6][O:1][CH2:2][CH2:3]2)[N:19]=1, predict the reactants needed to synthesize it. (4) Given the product [NH2:21][C:10]1[CH:11]=[C:12]([N:15]2[CH2:16][CH2:17][O:18][CH2:19][CH2:20]2)[CH:13]=[CH:14][C:9]=1[OH:8], predict the reactants needed to synthesize it. The reactants are: C([O:8][C:9]1[CH:14]=[CH:13][C:12]([N:15]2[CH2:20][CH2:19][O:18][CH2:17][CH2:16]2)=[CH:11][C:10]=1[N+:21]([O-])=O)C1C=CC=CC=1. (5) Given the product [F:31][CH2:32][CH2:33][CH2:34][S:35]([O:30][C:27]1[CH:26]=[CH:25][C:24]([N:10]2[C:11]([CH3:23])=[C:12]([C:14]([NH:16][N:17]3[CH2:22][CH2:21][CH2:20][CH2:19][CH2:18]3)=[O:15])[N:13]=[C:9]2[C:3]2[CH:4]=[CH:5][C:6]([Cl:8])=[CH:7][C:2]=2[Cl:1])=[CH:29][CH:28]=1)(=[O:37])=[O:36], predict the reactants needed to synthesize it. The reactants are: [Cl:1][C:2]1[CH:7]=[C:6]([Cl:8])[CH:5]=[CH:4][C:3]=1[C:9]1[N:10]([C:24]2[CH:29]=[CH:28][C:27]([OH:30])=[CH:26][CH:25]=2)[C:11]([CH3:23])=[C:12]([C:14]([NH:16][N:17]2[CH2:22][CH2:21][CH2:20][CH2:19][CH2:18]2)=[O:15])[N:13]=1.[F:31][CH2:32][CH2:33][CH2:34][S:35](Cl)(=[O:37])=[O:36]. (6) The reactants are: [Br:1][C:2]1[CH:7]=[C:6]([NH:8][C:9]2[CH:14]=[CH:13][CH:12]=[CH:11][CH:10]=2)[C:5]([NH2:15])=[CH:4][CH:3]=1.[CH3:16]C1C=CC(S(O)(=O)=O)=CC=1.O. Given the product [Br:1][C:2]1[CH:3]=[CH:4][C:5]2[N:15]=[CH:16][N:8]([C:9]3[CH:14]=[CH:13][CH:12]=[CH:11][CH:10]=3)[C:6]=2[CH:7]=1, predict the reactants needed to synthesize it. (7) Given the product [CH3:11][C:12]1([CH3:14])[NH:10][C:1](=[O:9])[C:2]2[CH:8]=[CH:7][CH:6]=[CH:5][C:3]=2[O:4]1, predict the reactants needed to synthesize it. The reactants are: [C:1]([NH2:10])(=[O:9])[C:2]1[C:3](=[CH:5][CH:6]=[CH:7][CH:8]=1)[OH:4].[CH3:11][C:12]([CH3:14])=O.